This data is from Full USPTO retrosynthesis dataset with 1.9M reactions from patents (1976-2016). The task is: Predict the reactants needed to synthesize the given product. (1) Given the product [N:1]1([C@H:2]2[CH2:7][CH2:6][C@H:5]([N:8]([CH2:32][CH3:33])[C:9]3[C:24]4[CH2:23][CH:22]=[CH:21][CH2:20][CH2:19][C:18]5[CH:25]=[C:26]([CH3:30])[NH:27][C:28](=[O:29])[C:17]=5[CH2:16][NH:15][C:14](=[O:31])[C:13]=4[CH:12]=[CH:11][CH:10]=3)[CH2:4][CH2:3]2)[CH2:39][CH2:38][CH2:37]1, predict the reactants needed to synthesize it. The reactants are: [NH2:1][C@H:2]1[CH2:7][CH2:6][C@H:5]([N:8]([CH2:32][CH3:33])[C:9]2[C:24]3[CH2:23][CH:22]=[CH:21][CH2:20][CH2:19][C:18]4[CH:25]=[C:26]([CH3:30])[NH:27][C:28](=[O:29])[C:17]=4[CH2:16][NH:15][C:14](=[O:31])[C:13]=3[CH:12]=[CH:11][CH:10]=2)[CH2:4][CH2:3]1.O1[CH2:39][CH2:38][CH2:37]OS1(=O)=O.[OH-].[Na+]. (2) Given the product [O:32]=[C:26]1[CH:25]([N:18]2[C:17](=[O:33])[C:16]3[C:20](=[CH:21][CH:22]=[CH:23][C:15]=3[CH2:14][NH:13][C:41]([NH:40][CH:34]3[CH2:39][CH2:38][CH2:37][CH2:36][CH2:35]3)=[O:42])[C:19]2=[O:24])[CH2:30][CH2:29][C:28](=[O:31])[NH:27]1, predict the reactants needed to synthesize it. The reactants are: N12CCCN=C1CCCCC2.Cl.[NH2:13][CH2:14][C:15]1[CH:23]=[CH:22][CH:21]=[C:20]2[C:16]=1[C:17](=[O:33])[N:18]([CH:25]1[CH2:30][CH2:29][C:28](=[O:31])[NH:27][C:26]1=[O:32])[C:19]2=[O:24].[CH:34]1([N:40]=[C:41]=[O:42])[CH2:39][CH2:38][CH2:37][CH2:36][CH2:35]1. (3) Given the product [Br:3][C:4]1[CH:5]=[C:6]([C:17]([NH:22][CH2:23][C:24]2[C:25](=[O:32])[NH:26][C:27]([CH3:31])=[CH:28][C:29]=2[CH3:30])=[O:19])[C:7]2[CH:12]=[N:11][N:10]([CH:13]3[CH2:14][O:15][CH2:16]3)[C:8]=2[N:9]=1, predict the reactants needed to synthesize it. The reactants are: [OH-].[Na+].[Br:3][C:4]1[CH:5]=[C:6]([C:17]([O:19]CC)=O)[C:7]2[CH:12]=[N:11][N:10]([CH:13]3[CH2:16][O:15][CH2:14]3)[C:8]=2[N:9]=1.[NH2:22][CH2:23][C:24]1[C:25](=[O:32])[NH:26][C:27]([CH3:31])=[CH:28][C:29]=1[CH3:30].C1CN([P+](ON2N=NC3C=CC=CC2=3)(N2CCCC2)N2CCCC2)CC1.F[P-](F)(F)(F)(F)F. (4) Given the product [CH3:1][C:2]1[CH:8]=[CH:7][C:5]([NH:6][C:15]2[CH:14]=[CH:13][CH:18]=[CH:17][C:16]=2[CH2:19][CH2:20][OH:21])=[C:4]([N+:9]([O-:11])=[O:10])[CH:3]=1, predict the reactants needed to synthesize it. The reactants are: [CH3:1][C:2]1[CH:8]=[CH:7][C:5]([NH2:6])=[C:4]([N+:9]([O-:11])=[O:10])[CH:3]=1.I[C:13]1[CH:18]=[CH:17][C:16]([CH2:19][CH2:20][OH:21])=[CH:15][CH:14]=1. (5) Given the product [CH3:25][C:5]1[CH:4]=[C:3]([CH:8]=[CH:7][C:6]=1[S:9]([N:12]1[CH2:17][CH2:16][NH:15][CH2:14][CH2:13]1)(=[O:11])=[O:10])[C:1]#[N:2], predict the reactants needed to synthesize it. The reactants are: [C:1]([C:3]1[CH:8]=[CH:7][C:6]([S:9]([N:12]2[CH2:17][CH2:16][N:15](C(OC(C)(C)C)=O)[CH2:14][CH2:13]2)(=[O:11])=[O:10])=[C:5]([CH3:25])[CH:4]=1)#[N:2].C(O)(C(F)(F)F)=O.